This data is from Acute oral toxicity (LD50) regression data from Zhu et al.. The task is: Regression/Classification. Given a drug SMILES string, predict its toxicity properties. Task type varies by dataset: regression for continuous values (e.g., LD50, hERG inhibition percentage) or binary classification for toxic/non-toxic outcomes (e.g., AMES mutagenicity, cardiotoxicity, hepatotoxicity). Dataset: ld50_zhu. (1) The compound is CC1=CCC2C(C1)C2(C)C. The rat oral LD50 is 1.45, given as -log10 of the dose in mol/kg body weight (higher means more acutely toxic). (2) The compound is O=S1c2ccccc2N(CCCN2CCN(CCO)CC2)c2cc(Cl)ccc21. The rat oral LD50 is 2.62, given as -log10 of the dose in mol/kg body weight (higher means more acutely toxic). (3) The drug is OCCOc1ccccc1. The rat oral LD50 is 2.04, given as -log10 of the dose in mol/kg body weight (higher means more acutely toxic). (4) The molecule is CCCCCCCc1ccccc1O. The rat oral LD50 is 1.84, given as -log10 of the dose in mol/kg body weight (higher means more acutely toxic). (5) The molecule is CCOP(=O)(OCC)OC(=C(Cl)Cl)c1ccc(Cl)cc1Cl. The rat oral LD50 is 4.12, given as -log10 of the dose in mol/kg body weight (higher means more acutely toxic). (6) The molecule is CC(C)(C)c1cc([N+](=O)[O-])cc(C(C)(C)C)c1O. The rat oral LD50 is 3.00, given as -log10 of the dose in mol/kg body weight (higher means more acutely toxic).